Dataset: Catalyst prediction with 721,799 reactions and 888 catalyst types from USPTO. Task: Predict which catalyst facilitates the given reaction. Reactant: [C:1](Cl)(=[O:5])[CH:2]([CH3:4])[CH3:3].C(N(CC)CC)C.[C:14]1([SH:20])[CH:19]=[CH:18][CH:17]=[CH:16][CH:15]=1.CCCC(C)C.C(OCC)(=O)C. Product: [C:1](=[O:5])([S:20][C:14]1[CH:19]=[CH:18][CH:17]=[CH:16][CH:15]=1)[CH:2]([CH3:4])[CH3:3]. The catalyst class is: 11.